From a dataset of Full USPTO retrosynthesis dataset with 1.9M reactions from patents (1976-2016). Predict the reactants needed to synthesize the given product. (1) The reactants are: C([O:3][C:4](=[O:22])[C@@H:5]([O:20][CH3:21])[CH2:6][C:7]1[CH:12]=[CH:11][C:10]([O:13][C:14]([C:17]([OH:19])=O)([CH3:16])[CH3:15])=[CH:9][CH:8]=1)C.C(N)CCCCCC.C(O[C@@H](CC1C=CC(O[C@@H](C(=O)[NH:49][CH2:50][CH2:51][C:52]2[CH:57]=[CH:56][C:55](OC3C=CC=CC=3)=[CH:54][CH:53]=2)C)=CC=1)C(O)=O)C. Given the product [CH3:21][O:20][C@@H:5]([CH2:6][C:7]1[CH:8]=[CH:9][C:10]([O:13][C:14]([CH3:15])([C:17](=[O:19])[NH:49][CH2:50][CH2:51][CH2:52][CH2:53][CH2:54][CH2:55][CH2:56][CH3:57])[CH3:16])=[CH:11][CH:12]=1)[C:4]([OH:3])=[O:22], predict the reactants needed to synthesize it. (2) Given the product [CH3:1][C:2]1[S:12][C:5]2=[N:6][C:7]([CH3:11])=[CH:8][C:9]([NH:10][S:38]([CH2:37][C:31]3[CH:36]=[CH:35][CH:34]=[CH:33][CH:32]=3)(=[O:40])=[O:39])=[C:4]2[C:3]=1[C:13]1[CH:18]=[CH:17][CH:16]=[C:15]([O:19][CH3:20])[CH:14]=1, predict the reactants needed to synthesize it. The reactants are: [CH3:1][C:2]1[S:12][C:5]2[N:6]=[C:7]([CH3:11])[CH:8]=[C:9]([NH2:10])[C:4]=2[C:3]=1[C:13]1[CH:18]=[CH:17][CH:16]=[C:15]([O:19][CH3:20])[CH:14]=1.[Li+].C[Si]([N-][Si](C)(C)C)(C)C.[C:31]1([CH2:37][S:38](Cl)(=[O:40])=[O:39])[CH:36]=[CH:35][CH:34]=[CH:33][CH:32]=1. (3) Given the product [CH:36]([C@H:39]([CH2:43]/[CH:44]=[CH:45]/[CH2:46][CH:47]([C:51](=[O:66])[C:52]1[CH:57]=[CH:56][C:55]([O:58][CH3:59])=[C:54]([O:60][CH2:61][CH2:62][CH2:63][O:64][CH3:65])[CH:53]=1)[CH:48]([CH3:50])[CH3:49])[C:40]([N:4]([CH3:5])[CH3:2])=[O:41])([CH3:38])[CH3:37], predict the reactants needed to synthesize it. The reactants are: Cl.[CH2:2]([N:4]=[C:5]=NCCCN(C)C)C.Cl.CNC.N1(O)C2C=CC=CC=2N=N1.C(N(C(C)C)C(C)C)C.[CH:36]([C@H:39]([CH2:43]/[CH:44]=[CH:45]/[CH2:46][CH:47]([C:51](=[O:66])[C:52]1[CH:57]=[CH:56][C:55]([O:58][CH3:59])=[C:54]([O:60][CH2:61][CH2:62][CH2:63][O:64][CH3:65])[CH:53]=1)[CH:48]([CH3:50])[CH3:49])[C:40](O)=[O:41])([CH3:38])[CH3:37]. (4) Given the product [C:46]([O-:48])(=[O:47])[CH3:45].[NH4+:11].[F:21][C:22]1[CH:27]=[CH:26][C:25]([C:28]2[C:36]([C:37]([NH:38][CH3:39])=[O:40])=[C:35]3[N:30]([N:31]=[CH:32][C:33]([C:41]4[CH:49]=[C:45]([C:46](=[O:47])[NH:11][C:8]5([C:2]6[CH:7]=[CH:6][CH:5]=[CH:4][CH:3]=6)[CH2:10][CH2:9]5)[C:44]([O:50][CH3:51])=[CH:43][C:42]=4[CH3:52])=[CH:34]3)[N:29]=2)=[CH:24][CH:23]=1, predict the reactants needed to synthesize it. The reactants are: Cl.[C:2]1([C:8]2([NH2:11])[CH2:10][CH2:9]2)[CH:7]=[CH:6][CH:5]=[CH:4][CH:3]=1.C(N(C(C)C)CC)(C)C.[F:21][C:22]1[CH:27]=[CH:26][C:25]([C:28]2[C:36]([C:37](=[O:40])[NH:38][CH3:39])=[C:35]3[N:30]([N:31]=[CH:32][C:33]([C:41]4[C:42]([CH3:52])=[CH:43][C:44]([O:50][CH3:51])=[C:45]([CH:49]=4)[C:46]([OH:48])=[O:47])=[CH:34]3)[N:29]=2)=[CH:24][CH:23]=1.CN(C(ON1N=NC2C=CC=NC1=2)=[N+](C)C)C.F[P-](F)(F)(F)(F)F. (5) Given the product [O:30]1[CH:31]=[CH:32][CH:33]=[C:29]1[C@@H:25]1[CH2:26][CH2:27][C:7]2[C:8](=[CH:9][C:10]([O:11][Si:12]([CH:19]([CH3:21])[CH3:20])([CH:16]([CH3:18])[CH3:17])[CH:13]([CH3:15])[CH3:14])=[CH:22][CH:23]=2)[O:24]1, predict the reactants needed to synthesize it. The reactants are: [Li]CCCC.Br[C:7]1[CH:23]=[CH:22][C:10]([O:11][Si:12]([CH:19]([CH3:21])[CH3:20])([CH:16]([CH3:18])[CH3:17])[CH:13]([CH3:15])[CH3:14])=[CH:9][C:8]=1[O:24][C@H:25]([C:29]1[O:30][CH:31]=[CH:32][CH:33]=1)[CH2:26][CH2:27]Cl.